From a dataset of Peptide-MHC class I binding affinity with 185,985 pairs from IEDB/IMGT. Regression. Given a peptide amino acid sequence and an MHC pseudo amino acid sequence, predict their binding affinity value. This is MHC class I binding data. (1) The peptide sequence is WLKEKHEEL. The MHC is HLA-B18:01 with pseudo-sequence HLA-B18:01. The binding affinity (normalized) is 0.0847. (2) The peptide sequence is RQLIRLLTWL. The MHC is Mamu-B03 with pseudo-sequence Mamu-B03. The binding affinity (normalized) is 0.798.